From a dataset of Reaction yield outcomes from USPTO patents with 853,638 reactions. Predict the reaction yield, written as a fraction of the theoretical maximum amount of product (1.0 means a 100% yield; for example, 0.34 means a 34% yield). (1) The reactants are [C:1]1([N:7]2[C:12](=[O:13])[C:11]3[S:14][CH:15]=[C:16]([C:17]4[CH:22]=[CH:21][CH:20]=[CH:19][CH:18]=4)[C:10]=3[N:9]=[CH:8]2)[CH:6]=[CH:5][CH:4]=[CH:3][CH:2]=1.NC1C(C2C=CC=C([Cl:35])C=2)=CSC=1C(OC)=O.C([O:47][CH2:48]C)(OCC)OCC.COC1C=CC(N)=CC=1. The catalyst is C(O)(=O)C. The product is [Cl:35][C:21]1[CH:22]=[C:17]([C:16]2[C:10]3[N:9]=[CH:8][N:7]([C:1]4[CH:6]=[CH:5][C:4]([O:47][CH3:48])=[CH:3][CH:2]=4)[C:12](=[O:13])[C:11]=3[S:14][CH:15]=2)[CH:18]=[CH:19][CH:20]=1. The yield is 0.760. (2) The yield is 0.390. The reactants are [CH3:1][C:2]([CH3:39])([CH3:38])[C:3]([O:5][C:6]1[CH:11]=[CH:10][C:9]([C:12]([C:25]2[CH:30]=[CH:29][C:28]([O:31][C:32](=[O:37])[C:33]([CH3:36])([CH3:35])[CH3:34])=[CH:27][CH:26]=2)=[C:13]([C:18]2[CH:23]=[CH:22][CH:21]=[C:20]([OH:24])[CH:19]=2)[CH2:14][CH2:15][CH2:16][CH3:17])=[CH:8][CH:7]=1)=[O:4].C([O-])([O-])=O.[K+].[K+].O.Cl.Cl[CH2:49][CH2:50][N:51]1[CH2:55][CH2:54][CH2:53][CH2:52]1. The product is [CH3:34][C:33]([CH3:36])([CH3:35])[C:32]([O:31][C:28]1[CH:27]=[CH:26][C:25]([C:12]([C:9]2[CH:8]=[CH:7][C:6]([O:5][C:3](=[O:4])[C:2]([CH3:38])([CH3:1])[CH3:39])=[CH:11][CH:10]=2)=[C:13]([C:18]2[CH:23]=[CH:22][CH:21]=[C:20]([O:24][CH2:49][CH2:50][N:51]3[CH2:55][CH2:54][CH2:53][CH2:52]3)[CH:19]=2)[CH2:14][CH2:15][CH2:16][CH3:17])=[CH:30][CH:29]=1)=[O:37]. The catalyst is CC(C)=O. (3) The reactants are CO[C:3]([C:5]1[CH:17]=[CH:16][C:8]2[N:9]=[C:10]([C:12]([F:15])([F:14])[F:13])[NH:11][C:7]=2[CH:6]=1)=[O:4].[CH2:18]([Mg]Br)[CH3:19].O1CCO[CH2:24][CH2:23]1. No catalyst specified. The product is [F:13][C:12]([F:15])([F:14])[C:10]1[NH:11][C:7]2[CH:6]=[C:5]([C:3]([OH:4])([CH2:18][CH3:19])[CH2:23][CH3:24])[CH:17]=[CH:16][C:8]=2[N:9]=1. The yield is 0.290. (4) The reactants are [OH:1][C:2]1[C:11]2[C:6](=[CH:7][CH:8]=[CH:9][CH:10]=2)[CH:5]=[CH:4][C:3]=1[CH:12]=[O:13].[CH2:14](Br)[C:15]1[CH:20]=[CH:19][CH:18]=[CH:17][CH:16]=1.C(=O)([O-])[O-].[K+].[K+].O. The catalyst is CN(C)C=O. The product is [CH2:14]([O:1][C:2]1[C:11]2[C:6](=[CH:7][CH:8]=[CH:9][CH:10]=2)[CH:5]=[CH:4][C:3]=1[CH:12]=[O:13])[C:15]1[CH:20]=[CH:19][CH:18]=[CH:17][CH:16]=1. The yield is 0.980. (5) The reactants are [F:1][C:2]1[CH:3]=[C:4]([CH:8]=[CH:9][C:10]=1[F:11])[C:5](Cl)=[O:6].[C:12]([N:16]1[C:20](=[O:21])[C:19]([NH:22][CH:23]2[CH2:28][CH2:27][NH:26][CH2:25][CH2:24]2)=[C:18]([C:29]2[CH:34]=[CH:33][CH:32]=[CH:31][CH:30]=2)[S:17]1(=[O:36])=[O:35])([CH3:15])([CH3:14])[CH3:13]. No catalyst specified. The product is [C:12]([N:16]1[C:20](=[O:21])[C:19]([NH:22][CH:23]2[CH2:28][CH2:27][N:26]([C:5](=[O:6])[C:4]3[CH:8]=[CH:9][C:10]([F:11])=[C:2]([F:1])[CH:3]=3)[CH2:25][CH2:24]2)=[C:18]([C:29]2[CH:30]=[CH:31][CH:32]=[CH:33][CH:34]=2)[S:17]1(=[O:36])=[O:35])([CH3:15])([CH3:13])[CH3:14]. The yield is 0.240. (6) The reactants are [OH:1][CH2:2][CH2:3][N:4]([CH3:12])[C:5](=[O:11])[O:6][C:7]([CH3:10])([CH3:9])[CH3:8].CC(OI1(OC(C)=O)(OC(C)=O)OC(=O)C2C=CC=CC1=2)=O.C([O-])(O)=O.[Na+].[O-]S([O-])(=S)=O.[Na+].[Na+]. The catalyst is C(Cl)Cl. The product is [CH3:12][N:4]([CH2:3][CH:2]=[O:1])[C:5](=[O:11])[O:6][C:7]([CH3:10])([CH3:8])[CH3:9]. The yield is 0.980. (7) The reactants are Br[C:2]1[C:7](=[O:8])[N:6]([CH2:9][C:10]2[CH:15]=[CH:14][C:13]([C:16]3[C:17]([C:22]#[N:23])=[CH:18][CH:19]=[CH:20][CH:21]=3)=[CH:12][CH:11]=2)[C:5]([O:24][CH2:25][CH3:26])=[N:4][C:3]=1[CH3:27].[C:28]1(B(O)O)[CH:33]=[CH:32][CH:31]=[CH:30][CH:29]=1.C(=O)([O-])[O-].[Cs+].[Cs+]. The catalyst is O1CCOCC1.C(OCC)(=O)C.C1C=CC(P(C2C=CC=CC=2)[C-]2C=CC=C2)=CC=1.C1C=CC(P(C2C=CC=CC=2)[C-]2C=CC=C2)=CC=1.Cl[Pd]Cl.[Fe+2]. The product is [CH2:25]([O:24][C:5]1[N:6]([CH2:9][C:10]2[CH:15]=[CH:14][C:13]([C:16]3[C:17]([C:22]#[N:23])=[CH:18][CH:19]=[CH:20][CH:21]=3)=[CH:12][CH:11]=2)[C:7](=[O:8])[C:2]([C:28]2[CH:33]=[CH:32][CH:31]=[CH:30][CH:29]=2)=[C:3]([CH3:27])[N:4]=1)[CH3:26]. The yield is 0.780. (8) The reactants are [NH2:1][C:2]1[CH:7]=[CH:6][C:5]([O:8][C:9]([F:12])([F:11])[F:10])=[CH:4][C:3]=1[C:13]([C:15]1[CH:20]=[CH:19][C:18]([O:21][CH3:22])=[CH:17][CH:16]=1)=O.[F:23][C:24]([F:32])([F:31])[C:25](=[O:30])[CH2:26][C:27](=O)[CH3:28].C(O)(C)C. The catalyst is CCCCCCC.C(OCC)(=O)C. The product is [F:23][C:24]([F:32])([F:31])[C:25]([C:26]1[C:27]([CH3:28])=[N:1][C:2]2[C:3]([C:13]=1[C:15]1[CH:20]=[CH:19][C:18]([O:21][CH3:22])=[CH:17][CH:16]=1)=[CH:4][C:5]([O:8][C:9]([F:12])([F:11])[F:10])=[CH:6][CH:7]=2)=[O:30]. The yield is 0.580. (9) The catalyst is C(OC(=O)C)C. The yield is 0.750. The product is [Cl:1][C:2]1[CH:3]=[C:4]([N:9]2[C:20]3[C:19](=[O:31])[N:18]([C:15]4[CH:16]=[CH:17][C:12]([I:11])=[CH:13][CH:14]=4)[CH2:23][CH2:22][C:21]=3[C:24]([C:25]([F:28])([F:26])[F:27])=[N:10]2)[CH:5]=[CH:6][C:7]=1[F:8]. The reactants are [Cl:1][C:2]1[CH:3]=[C:4]([NH:9][NH2:10])[CH:5]=[CH:6][C:7]=1[F:8].[I:11][C:12]1[CH:17]=[CH:16][C:15]([N:18]2[CH2:23][CH2:22][CH:21]([C:24](=O)[C:25]([F:28])([F:27])[F:26])[C:20](=O)[C:19]2=[O:31])=[CH:14][CH:13]=1.C(O)C.Cl.